Dataset: Catalyst prediction with 721,799 reactions and 888 catalyst types from USPTO. Task: Predict which catalyst facilitates the given reaction. Reactant: [CH2:1]([NH:3][C:4]1[S:5][C@H:6]2[O:12][C@H:11]([C:13]([OH:15])=O)[C@@H:10]([OH:16])[C@H:9]([OH:17])[C@H:7]2[N:8]=1)[CH3:2].ON1C2C=CC=CC=2N=N1.Cl.[CH3:29][N:30](C)[CH2:31]CCN=C=NCC.Cl.CNC.CCN(C(C)C)C(C)C. Product: [CH2:1]([NH:3][C:4]1[S:5][CH:6]2[O:12][CH:11]([C:13]([N:30]([CH3:31])[CH3:29])=[O:15])[CH:10]([OH:16])[CH:9]([OH:17])[CH:7]2[N:8]=1)[CH3:2]. The catalyst class is: 16.